Predict the reaction yield, written as a fraction of the theoretical maximum amount of product (1.0 means a 100% yield; for example, 0.34 means a 34% yield). From a dataset of Reaction yield outcomes from USPTO patents with 853,638 reactions. The reactants are [CH:1]([C:3]1[C:11]2[C:6](=[N:7][CH:8]=[CH:9][C:10]=2[N:12]2[CH2:17][CH2:16][CH:15]([C:18]([OH:20])=O)[CH2:14][CH2:13]2)[N:5]([CH3:21])[CH:4]=1)=[O:2].[CH3:22][N:23]1CCOC[CH2:24]1.ClC(OCC(C)C)=O.CNC. The catalyst is CN(C=O)C.C1COCC1.C(OCC)(=O)C. The product is [CH:1]([C:3]1[C:11]2[C:6](=[N:7][CH:8]=[CH:9][C:10]=2[N:12]2[CH2:17][CH2:16][CH:15]([C:18]([N:23]([CH3:24])[CH3:22])=[O:20])[CH2:14][CH2:13]2)[N:5]([CH3:21])[CH:4]=1)=[O:2]. The yield is 0.650.